The task is: Predict which catalyst facilitates the given reaction.. This data is from Catalyst prediction with 721,799 reactions and 888 catalyst types from USPTO. (1) Reactant: [CH:1]([C:4]1[CH:9]=[CH:8][C:7]([C:10]2[O:14][C:13]([C:15]3[CH:20]=[CH:19][CH:18]=[C:17]([C:21]([O:23]C)=[O:22])[CH:16]=3)=[C:12]([C:25]([O:27]C)=[O:26])[CH:11]=2)=[CH:6][CH:5]=1)([CH3:3])[CH3:2].O[Li].O.C(O)(=O)C. Product: [C:21]([C:17]1[CH:16]=[C:15]([C:13]2[O:14][C:10]([C:7]3[CH:6]=[CH:5][C:4]([CH:1]([CH3:3])[CH3:2])=[CH:9][CH:8]=3)=[CH:11][C:12]=2[C:25]([OH:27])=[O:26])[CH:20]=[CH:19][CH:18]=1)([OH:23])=[O:22]. The catalyst class is: 24. (2) Reactant: [C:1]12([CH2:11][O:12][C:13]([NH:15][C@@H:16]([CH2:24][NH:25]C(OC(C)(C)C)=O)[C:17]([O:19][C:20]([CH3:23])([CH3:22])[CH3:21])=[O:18])=[O:14])[CH2:10][CH:5]3[CH2:6][CH:7]([CH2:9][CH:3]([CH2:4]3)[CH2:2]1)[CH2:8]2.C([O-])(O)=O.[Na+]. Product: [C:1]12([CH2:11][O:12][C:13]([NH:15][C@@H:16]([CH2:24][NH2:25])[C:17]([O:19][C:20]([CH3:21])([CH3:22])[CH3:23])=[O:18])=[O:14])[CH2:10][CH:5]3[CH2:4][CH:3]([CH2:9][CH:7]([CH2:6]3)[CH2:8]1)[CH2:2]2. The catalyst class is: 281. (3) Reactant: [Cl:1][C:2]1[CH:3]=[C:4]([C:9]2([OH:14])[CH2:13][CH2:12][NH:11][CH2:10]2)[CH:5]=[CH:6][C:7]=1[F:8].C(=O)([O-])[O-].[K+].[K+].I[CH2:22][CH3:23]. Product: [Cl:1][C:2]1[CH:3]=[C:4]([C:9]2([OH:14])[CH2:13][CH2:12][N:11]([CH2:22][CH3:23])[CH2:10]2)[CH:5]=[CH:6][C:7]=1[F:8]. The catalyst class is: 10. (4) Reactant: [OH:1][CH:2]1[CH2:7][CH2:6][CH2:5][N:4]([C:8]([O:10][C:11]([CH3:14])([CH3:13])[CH3:12])=[O:9])[CH2:3]1.[H-].[Na+].Cl[C:18]1[N:23]=[N:22][C:21]([C:24]([O:26][CH2:27][CH3:28])=[O:25])=[C:20]2[S:29][C:30]([C:32]3[CH:37]=[CH:36][CH:35]=[C:34]([F:38])[CH:33]=3)=[CH:31][C:19]=12.CCOC(C)=O. Product: [C:11]([O:10][C:8]([N:4]1[CH2:5][CH2:6][CH2:7][CH:2]([O:1][C:18]2[N:23]=[N:22][C:21]([C:24]([O:26][CH2:27][CH3:28])=[O:25])=[C:20]3[S:29][C:30]([C:32]4[CH:37]=[CH:36][CH:35]=[C:34]([F:38])[CH:33]=4)=[CH:31][C:19]=23)[CH2:3]1)=[O:9])([CH3:14])([CH3:13])[CH3:12]. The catalyst class is: 37.